This data is from Forward reaction prediction with 1.9M reactions from USPTO patents (1976-2016). The task is: Predict the product of the given reaction. (1) Given the reactants I[C:2]1[CH:7]=[CH:6][C:5]([C:8]([F:11])([F:10])[F:9])=[CH:4][CH:3]=1.[Li]CCCC.[C:17]([CH:25]1[CH2:30][CH2:29][N:28]([C:31]([O:33][C:34]([CH3:37])([CH3:36])[CH3:35])=[O:32])[CH2:27][CH2:26]1)(=[O:24])[C:18]1[CH:23]=[CH:22][CH:21]=[CH:20][CH:19]=1, predict the reaction product. The product is: [OH:24][C:17]([C:18]1[CH:19]=[CH:20][CH:21]=[CH:22][CH:23]=1)([C:2]1[CH:7]=[CH:6][C:5]([C:8]([F:11])([F:10])[F:9])=[CH:4][CH:3]=1)[CH:25]1[CH2:30][CH2:29][N:28]([C:31]([O:33][C:34]([CH3:36])([CH3:37])[CH3:35])=[O:32])[CH2:27][CH2:26]1. (2) Given the reactants [NH2:1][CH2:2][C:3]1[CH:4]=[C:5]([CH2:9][N:10]2[C:18]3[C:13](=[C:14]([CH2:19][OH:20])[CH:15]=[CH:16][CH:17]=3)[C:12]([N:21](S(C3SC(Cl)=CC=3)(=O)=O)[S:22]([C:25]3[S:26][C:27]([Cl:30])=[CH:28][CH:29]=3)(=[O:24])=[O:23])=[N:11]2)[CH:6]=[CH:7][CH:8]=1.C(N(CC)CC)C.[C:47](OC(=O)C)(=[O:49])[CH3:48].[OH-].[Na+], predict the reaction product. The product is: [Cl:30][C:27]1[S:26][C:25]([S:22]([NH:21][C:12]2[C:13]3[C:18](=[CH:17][CH:16]=[CH:15][C:14]=3[CH2:19][OH:20])[N:10]([CH2:9][C:5]3[CH:4]=[C:3]([CH2:2][NH:1][C:47](=[O:49])[CH3:48])[CH:8]=[CH:7][CH:6]=3)[N:11]=2)(=[O:23])=[O:24])=[CH:29][CH:28]=1. (3) Given the reactants [CH3:1][N:2]1[CH2:7][CH2:6][N:5]([CH2:8][C:9]2[CH:34]=[CH:33][C:12]([C:13]([NH:15][C:16]3[CH:21]=[CH:20][CH:19]=[C:18]([NH:22][C:23]4[CH:24]=[C:25]5[C:29](=[CH:30][CH:31]=4)[NH:28][C:27](=[O:32])[CH2:26]5)[CH:17]=3)=[O:14])=[CH:11][CH:10]=2)[CH2:4][CH2:3]1.[NH:35]1[CH:39]=[CH:38][CH:37]=[C:36]1[CH:40]=O, predict the reaction product. The product is: [CH3:1][N:2]1[CH2:3][CH2:4][N:5]([CH2:8][C:9]2[CH:10]=[CH:11][C:12]([C:13]([NH:15][C:16]3[CH:21]=[CH:20][CH:19]=[C:18]([NH:22][C:23]4[CH:24]=[C:25]5[C:29](=[CH:30][CH:31]=4)[NH:28][C:27](=[O:32])[C:26]5=[CH:40][C:36]4[NH:35][CH:39]=[CH:38][CH:37]=4)[CH:17]=3)=[O:14])=[CH:33][CH:34]=2)[CH2:6][CH2:7]1. (4) Given the reactants [CH:1]1([C:9]([N:11]2[CH2:16][CH2:15][N:14]([CH:17]3[CH2:22][CH2:21][CH2:20][CH2:19][CH2:18]3)[CH2:13][CH2:12]2)=[O:10])[C:3]2([CH2:8][CH2:7][NH:6][CH2:5][CH2:4]2)[CH2:2]1.Cl.Cl[C:25]1[CH:30]=[CH:29][N:28]=[CH:27][CH:26]=1.C([O-])([O-])=O.[K+].[K+].CCOC(C)=O.[Na+].[Cl-], predict the reaction product. The product is: [CH:17]1([N:14]2[CH2:15][CH2:16][N:11]([C:9]([CH:1]3[C:3]4([CH2:8][CH2:7][N:6]([C:25]5[CH:30]=[CH:29][N:28]=[CH:27][CH:26]=5)[CH2:5][CH2:4]4)[CH2:2]3)=[O:10])[CH2:12][CH2:13]2)[CH2:18][CH2:19][CH2:20][CH2:21][CH2:22]1. (5) Given the reactants [NH2:1][C:2]1[C:6]2[CH:7]=[C:8]([Br:11])[CH:9]=[CH:10][C:5]=2[O:4][C:3]=1[C:12]([NH2:14])=[O:13].C1CCN2C(=NCCC2)CC1.[C:26](=S)=[S:27], predict the reaction product. The product is: [Br:11][C:8]1[CH:9]=[CH:10][C:5]2[O:4][C:3]3[C:12](=[O:13])[NH:14][C:26](=[S:27])[NH:1][C:2]=3[C:6]=2[CH:7]=1. (6) Given the reactants Br[C:2]1[N:7]=[CH:6][C:5]([CH2:8][NH:9][C:10]([C:12]2[C:13]3[CH:14]=[N:15][N:16]([C:21]4[CH:26]=[CH:25][C:24]([F:27])=[CH:23][CH:22]=4)[C:17]=3[CH:18]=[CH:19][CH:20]=2)=[O:11])=[CH:4][CH:3]=1.[CH3:28][Si:29]([C:32]#[CH:33])([CH3:31])[CH3:30].C(N(CC)CC)C.CN(C=O)C, predict the reaction product. The product is: [CH3:28][Si:29]([C:32]#[C:33][C:2]1[N:7]=[CH:6][C:5]([CH2:8][NH:9][C:10]([C:12]2[C:13]3[CH:14]=[N:15][N:16]([C:21]4[CH:26]=[CH:25][C:24]([F:27])=[CH:23][CH:22]=4)[C:17]=3[CH:18]=[CH:19][CH:20]=2)=[O:11])=[CH:4][CH:3]=1)([CH3:31])[CH3:30]. (7) Given the reactants [CH:1]([C:3]1[CH:4]=[C:5]([CH:10]=[CH:11][C:12]=1[OH:13])[C:6]([O:8][CH3:9])=[O:7])=[O:2].[BH4-].[Na+], predict the reaction product. The product is: [OH:13][C:12]1[CH:11]=[CH:10][C:5]([C:6]([O:8][CH3:9])=[O:7])=[CH:4][C:3]=1[CH2:1][OH:2].